This data is from Forward reaction prediction with 1.9M reactions from USPTO patents (1976-2016). The task is: Predict the product of the given reaction. Given the reactants [N:1]1[CH:6]=[CH:5][CH:4]=[C:3]([S:7](Cl)(=[O:9])=[O:8])[CH:2]=1.[C:11]([O:15][C:16](=[O:34])[CH2:17][N:18]([C:26]1[CH:31]=[CH:30][CH:29]=[C:28]([CH2:32][NH2:33])[N:27]=1)[C:19]([O:21][C:22]([CH3:25])([CH3:24])[CH3:23])=[O:20])([CH3:14])([CH3:13])[CH3:12].C(N(CC)CC)C.S([O-])(O)(=O)=O.[K+], predict the reaction product. The product is: [C:11]([O:15][C:16](=[O:34])[CH2:17][N:18]([C:19]([O:21][C:22]([CH3:25])([CH3:24])[CH3:23])=[O:20])[C:26]1[CH:31]=[CH:30][CH:29]=[C:28]([CH2:32][NH:33][S:7]([C:3]2[CH:2]=[N:1][CH:6]=[CH:5][CH:4]=2)(=[O:9])=[O:8])[N:27]=1)([CH3:14])([CH3:13])[CH3:12].